Binary Classification. Given a miRNA mature sequence and a target amino acid sequence, predict their likelihood of interaction. From a dataset of Experimentally validated miRNA-target interactions with 360,000+ pairs, plus equal number of negative samples. The miRNA is hsa-miR-626 with sequence AGCUGUCUGAAAAUGUCUU. The protein sequence of the target gene is MAAPVAPSEPQASRAPQPPVCLLVLGMAGSGKTTFVQRLTGHLHNKGCPPYVINLDPAVHEVPFPANIDIRDTVKYKEVMKQYGLGPNGGIVTSLNLFATRFDQVMKFIEKAQNTFRYVLIDTPGQIEVFTWSASGTIITEALASSFPTVVIYVMDTSRSTNPVTFMSNMLYACSILYKTKLPFIVVMNKTDIIDHSFAVEWMQDFEAFQDALNQETTYVSNLTRSMSLVLDEFYSSLRVVGVSAVVGTGFDELCTQVTSAAEEYEREYRPEYERLKKSLANAQSNQQKEQLERLRKDMG.... Result: 0 (no interaction).